Task: Predict the reaction yield, written as a fraction of the theoretical maximum amount of product (1.0 means a 100% yield; for example, 0.34 means a 34% yield).. Dataset: Reaction yield outcomes from USPTO patents with 853,638 reactions (1) The reactants are I[C:2]1[CH:3]=[N:4][CH:5]=[CH:6][C:7]=1[O:8][CH3:9].[C:10]([C:12]1[CH:17]=[CH:16][C:15]([C:18]2([NH:22][C:23](=[O:29])[O:24][C:25]([CH3:28])([CH3:27])[CH3:26])[CH2:21][CH2:20][CH2:19]2)=[CH:14][CH:13]=1)#[CH:11]. The catalyst is C(N(CC)CC)C.[Cu]I. The product is [CH3:9][O:8][C:7]1[CH:6]=[CH:5][N:4]=[CH:3][C:2]=1[C:11]#[C:10][C:12]1[CH:13]=[CH:14][C:15]([C:18]2([NH:22][C:23](=[O:29])[O:24][C:25]([CH3:27])([CH3:26])[CH3:28])[CH2:21][CH2:20][CH2:19]2)=[CH:16][CH:17]=1. The yield is 0.170. (2) The reactants are N1C=CC=CC=1.[OH-].[K+].[CH3:9][C:10]1[CH:11]=[C:12]([S:16](Cl)(=[O:18])=[O:17])[CH:13]=[CH:14][CH:15]=1.[CH3:20][C:21]1[CH:22]=[C:23]([CH:25]=[C:26]([CH3:35])[C:27]=1[S:28]([CH2:31][N+:32]([O-:34])=[O:33])(=[O:30])=[O:29])[NH2:24].Cl. The catalyst is O1CCCC1.O. The product is [CH3:35][C:26]1[CH:25]=[C:23]([NH:24][S:16]([C:12]2[CH:13]=[CH:14][CH:15]=[C:10]([CH3:9])[CH:11]=2)(=[O:18])=[O:17])[CH:22]=[C:21]([CH3:20])[C:27]=1[S:28]([CH2:31][N+:32]([O-:34])=[O:33])(=[O:30])=[O:29]. The yield is 0.710. (3) The reactants are [CH3:1][N:2]1[C:6]([C:7]([NH:9][C:10]2[CH:15]=[CH:14][CH:13]=[C:12]([O:16][C:17]3[CH:18]=[N:19][C:20]([NH:23][S:24]([C:27]4[CH:32]=[CH:31][C:30]([CH3:33])=[CH:29][CH:28]=4)(=[O:26])=[O:25])=[CH:21][CH:22]=3)[CH:11]=2)=[O:8])=[CH:5][C:4]([CH3:34])=[N:3]1.C(N(CC)C(C)C)(C)C.CN(C)C=O.I[CH2:50][C:51]([NH2:53])=[O:52]. The catalyst is O. The product is [NH2:53][C:51](=[O:52])[CH2:50][N:19]1[C:20](=[N:23][S:24]([C:27]2[CH:28]=[CH:29][C:30]([CH3:33])=[CH:31][CH:32]=2)(=[O:25])=[O:26])[CH:21]=[CH:22][C:17]([O:16][C:12]2[CH:11]=[C:10]([NH:9][C:7]([C:6]3[N:2]([CH3:1])[N:3]=[C:4]([CH3:34])[CH:5]=3)=[O:8])[CH:15]=[CH:14][CH:13]=2)=[CH:18]1. The yield is 0.710.